From a dataset of Peptide-MHC class I binding affinity with 185,985 pairs from IEDB/IMGT. Regression. Given a peptide amino acid sequence and an MHC pseudo amino acid sequence, predict their binding affinity value. This is MHC class I binding data. The peptide sequence is LMQWWSDYV. The MHC is HLA-A26:01 with pseudo-sequence HLA-A26:01. The binding affinity (normalized) is 0.460.